This data is from Full USPTO retrosynthesis dataset with 1.9M reactions from patents (1976-2016). The task is: Predict the reactants needed to synthesize the given product. (1) Given the product [CH3:1][C:2]1([CH3:13])[O:6][C@@H:5]([C@@H:7]2[CH2:11][N:10]([C:26]([O:25][C:22]([CH3:24])([CH3:23])[CH3:21])=[O:27])[C:9](=[O:12])[CH2:8]2)[CH2:4][O:3]1, predict the reactants needed to synthesize it. The reactants are: [CH3:1][C:2]1([CH3:13])[O:6][C@@H:5]([C@@H:7]2[CH2:11][NH:10][C:9](=[O:12])[CH2:8]2)[CH2:4][O:3]1.C(N(CC)CC)C.[CH3:21][C:22]([O:25][C:26](O[C:26]([O:25][C:22]([CH3:24])([CH3:23])[CH3:21])=[O:27])=[O:27])([CH3:24])[CH3:23]. (2) Given the product [OH:19][CH2:18][C:14]1[CH:13]=[C:12]2[C:17]([C:8]([C:4]3[CH:5]=[CH:6][CH:7]=[C:2]([CH3:1])[CH:3]=3)=[CH:9][C:10](=[O:21])[O:11]2)=[CH:16][CH:15]=1, predict the reactants needed to synthesize it. The reactants are: [CH3:1][C:2]1[CH:3]=[C:4]([C:8]2[C:17]3[C:12](=[CH:13][C:14]([C:18](O)=[O:19])=[CH:15][CH:16]=3)[O:11][C:10](=[O:21])[CH:9]=2)[CH:5]=[CH:6][CH:7]=1.C(N(CC)CC)C.C(OC(Cl)=O)C(C)C.[BH4-].[Na+].O.[Cl-].[NH4+]. (3) The reactants are: [NH2:1][CH:2]([C:8]1([S:21][CH2:22][CH2:23][OH:24])[CH2:13][CH2:12][N:11]([CH2:14][C:15]2[CH:20]=[CH:19][CH:18]=[CH:17][CH:16]=2)[CH2:10][CH2:9]1)[C:3]([O:5][CH2:6][CH3:7])=[O:4].[CH2:25]([O:29][C:30]1[CH:35]=[CH:34][C:33]([S:36](Cl)(=[O:38])=[O:37])=[CH:32][CH:31]=1)[C:26]#[C:27][CH3:28].C(N(CC)C(C)C)(C)C. Given the product [CH2:6]([O:5][C:3](=[O:4])[CH:2]([C:8]1([S:21][CH2:22][CH2:23][OH:24])[CH2:13][CH2:12][N:11]([CH2:14][C:15]2[CH:20]=[CH:19][CH:18]=[CH:17][CH:16]=2)[CH2:10][CH2:9]1)[NH:1][S:36]([C:33]1[CH:32]=[CH:31][C:30]([O:29][CH2:25][C:26]#[C:27][CH3:28])=[CH:35][CH:34]=1)(=[O:38])=[O:37])[CH3:7], predict the reactants needed to synthesize it. (4) Given the product [CH2:1]([O:8][C:9]1[C:18]2[C:13](=[CH:14][CH:15]=[CH:16][CH:17]=2)[N:12]=[C:11]([CH2:19][CH2:20][C:21]([NH:57][CH2:56][CH2:55][CH2:54][C:48]2[CH:53]=[CH:52][CH:51]=[CH:50][CH:49]=2)=[O:23])[C:10]=1[CH3:24])[C:2]1[CH:7]=[CH:6][CH:5]=[CH:4][CH:3]=1, predict the reactants needed to synthesize it. The reactants are: [CH2:1]([O:8][C:9]1[C:18]2[C:13](=[CH:14][CH:15]=[CH:16][CH:17]=2)[N:12]=[C:11]([CH2:19][CH2:20][C:21]([OH:23])=O)[C:10]=1[CH3:24])[C:2]1[CH:7]=[CH:6][CH:5]=[CH:4][CH:3]=1.O.ON1C2C=CC=CC=2N=N1.Cl.C(N=C=NCCCN(C)C)C.[C:48]1([CH2:54][CH2:55][CH2:56][NH2:57])[CH:53]=[CH:52][CH:51]=[CH:50][CH:49]=1.C(N(CC)C(C)C)(C)C.C(=O)([O-])O.[Na+]. (5) Given the product [F:1][C:2]1[CH:3]=[C:4]([CH:14]([NH:16][C:17]([C:19]2[N:20]=[C:21]([O:38][C:29]3[CH:30]=[C:31]([C:34]([F:35])([F:36])[F:37])[CH:32]=[CH:33][C:28]=3[CH:25]3[CH2:26][CH2:27]3)[O:22][CH:23]=2)=[O:18])[CH3:15])[CH:5]=[C:6]([F:13])[C:7]=1[NH:8][S:9]([CH3:12])(=[O:11])=[O:10], predict the reactants needed to synthesize it. The reactants are: [F:1][C:2]1[CH:3]=[C:4]([CH:14]([NH:16][C:17]([C:19]2[N:20]=[C:21](Cl)[O:22][CH:23]=2)=[O:18])[CH3:15])[CH:5]=[C:6]([F:13])[C:7]=1[NH:8][S:9]([CH3:12])(=[O:11])=[O:10].[CH:25]1([C:28]2[CH:33]=[CH:32][C:31]([C:34]([F:37])([F:36])[F:35])=[CH:30][C:29]=2[OH:38])[CH2:27][CH2:26]1. (6) The reactants are: [NH2:1][C:2]1[C:3]([C:16]([O:18]C)=[O:17])=[N:4][C:5]([C:8]2[C:13]([F:14])=[CH:12][CH:11]=[CH:10][C:9]=2[F:15])=[CH:6][CH:7]=1.[Li+].[OH-].Cl. Given the product [NH2:1][C:2]1[C:3]([C:16]([OH:18])=[O:17])=[N:4][C:5]([C:8]2[C:13]([F:14])=[CH:12][CH:11]=[CH:10][C:9]=2[F:15])=[CH:6][CH:7]=1, predict the reactants needed to synthesize it. (7) Given the product [CH3:11][S:12](=[S:21])([O:14][CH2:15][CH2:16][O:17][CH2:18][CH2:19][O:7][C:6]([C:5]1[CH:9]=[CH:10][C:2]([NH2:1])=[CH:3][CH:4]=1)=[O:8])=[O:13], predict the reactants needed to synthesize it. The reactants are: [NH2:1][C:2]1[CH:10]=[CH:9][C:5]([C:6]([OH:8])=[O:7])=[CH:4][CH:3]=1.[CH3:11][S:12](=[S:21])([O:14][CH2:15][CH2:16][O:17][CH2:18][CH2:19]Br)=[O:13].[Cl-].[Cs+].